Dataset: Catalyst prediction with 721,799 reactions and 888 catalyst types from USPTO. Task: Predict which catalyst facilitates the given reaction. Reactant: C[O:2][C:3]([C:5]1[CH:6]=[CH:7][C:8]2[C:9](=[O:19])[C:10]3[C:15]([O:16][C:17]=2[CH:18]=1)=[CH:14][CH:13]=[CH:12][CH:11]=3)=[O:4].[OH-].[Na+].Cl. Product: [O:19]=[C:9]1[C:8]2[CH:7]=[CH:6][C:5]([C:3]([OH:4])=[O:2])=[CH:18][C:17]=2[O:16][C:15]2[C:10]1=[CH:11][CH:12]=[CH:13][CH:14]=2. The catalyst class is: 5.